This data is from Catalyst prediction with 721,799 reactions and 888 catalyst types from USPTO. The task is: Predict which catalyst facilitates the given reaction. (1) Reactant: [Cl:1][C:2]1[C:7]([C:8]([O:10]CC)=[O:9])=[C:6]([F:13])[C:5]([CH2:14][NH:15][C:16](=[O:22])[C:17]([CH3:21])([CH3:20])[CH2:18][OH:19])=[CH:4][CH:3]=1.[OH-].[Na+]. Product: [Cl:1][C:2]1[C:7]([C:8]([OH:10])=[O:9])=[C:6]([F:13])[C:5]([CH2:14][NH:15][C:16](=[O:22])[C:17]([CH3:20])([CH3:21])[CH2:18][OH:19])=[CH:4][CH:3]=1. The catalyst class is: 87. (2) Reactant: [NH2:1][C:2]1[CH:7]=[CH:6][C:5]([C:8](=O)/[CH:9]=[CH:10]/[C:11]2[CH:16]=[CH:15][C:14]([OH:17])=[C:13]([CH3:18])[CH:12]=2)=[C:4]([CH3:20])[CH:3]=1.Cl.[NH2:22][C:23]([NH2:25])=[O:24]. Product: [NH2:1][C:2]1[CH:7]=[CH:6][C:5]([C:8]2[NH:25][C:23](=[O:24])[N:22]=[C:10]([C:11]3[CH:16]=[CH:15][C:14]([OH:17])=[C:13]([CH3:18])[CH:12]=3)[CH:9]=2)=[C:4]([CH3:20])[CH:3]=1. The catalyst class is: 14.